Dataset: Full USPTO retrosynthesis dataset with 1.9M reactions from patents (1976-2016). Task: Predict the reactants needed to synthesize the given product. Given the product [CH:16]([C:3]1[CH:2]=[N:1][CH:6]=[CH:5][C:4]=1[NH:7][C:8](=[O:13])[C:9]([CH3:10])([CH3:12])[CH3:11])=[O:17], predict the reactants needed to synthesize it. The reactants are: [N:1]1[CH:6]=[CH:5][C:4]([NH:7][C:8](=[O:13])[C:9]([CH3:12])([CH3:11])[CH3:10])=[CH:3][CH:2]=1.CN(C)[CH:16]=[O:17].Cl.C([O-])([O-])=O.[K+].[K+].